Dataset: Full USPTO retrosynthesis dataset with 1.9M reactions from patents (1976-2016). Task: Predict the reactants needed to synthesize the given product. (1) Given the product [CH3:1][O:2][CH2:3][CH2:4][O:5][C:9]1[CH:17]=[CH:16][C:12]([C:13]([OH:15])=[O:14])=[CH:11][C:10]=1[N+:18]([O-:20])=[O:19], predict the reactants needed to synthesize it. The reactants are: [CH3:1][O:2][CH2:3][CH2:4][OH:5].[H-].[Na+].F[C:9]1[CH:17]=[CH:16][C:12]([C:13]([OH:15])=[O:14])=[CH:11][C:10]=1[N+:18]([O-:20])=[O:19]. (2) Given the product [CH3:7][C@H:8]([O:13][C:15]1[N:23]=[C:22]2[C:18]([N:19]=[CH:20][N:21]2[CH:24]2[CH2:29][CH2:28][CH2:27][CH2:26][O:25]2)=[C:17]([NH2:30])[N:16]=1)[CH2:9][CH2:10][CH2:11][CH3:12], predict the reactants needed to synthesize it. The reactants are: CC(C)([O-])C.[Na+].[CH3:7][C@H:8]([OH:13])[CH2:9][CH2:10][CH2:11][CH3:12].F[C:15]1[N:23]=[C:22]2[C:18]([N:19]=[CH:20][N:21]2[CH:24]2[CH2:29][CH2:28][CH2:27][CH2:26][O:25]2)=[C:17]([NH2:30])[N:16]=1.